This data is from Catalyst prediction with 721,799 reactions and 888 catalyst types from USPTO. The task is: Predict which catalyst facilitates the given reaction. (1) Reactant: [CH3:1][CH:2]1[NH:7][C:6]2[CH:8]=[CH:9][CH:10]=[CH:11][C:5]=2[O:4][CH2:3]1.[NH:12]1[CH:16]=[CH:15][N:14]=[C:13]1[CH:17]=O.C([BH3-])#N.[Na+]. Product: [NH:12]1[CH:16]=[CH:15][N:14]=[C:13]1[CH2:17][N:7]1[C:6]2[CH:8]=[CH:9][CH:10]=[CH:11][C:5]=2[O:4][CH2:3][CH:2]1[CH3:1]. The catalyst class is: 466. (2) Reactant: [C:1]([O:5][C:6]([N:8]1[CH2:13][CH2:12][CH:11]([C:14]([OH:16])=[O:15])[CH2:10][CH2:9]1)=[O:7])([CH3:4])([CH3:3])[CH3:2].[CH2:17](Br)[C:18]1[CH:23]=[CH:22][CH:21]=[CH:20][CH:19]=1.C(=O)([O-])[O-].[K+].[K+].C(OCC)(=O)C. The catalyst class is: 9. Product: [C:1]([O:5][C:6]([N:8]1[CH2:13][CH2:12][CH:11]([C:14]([O:16][CH2:17][C:18]2[CH:23]=[CH:22][CH:21]=[CH:20][CH:19]=2)=[O:15])[CH2:10][CH2:9]1)=[O:7])([CH3:4])([CH3:2])[CH3:3]. (3) Reactant: [CH2:1]([NH2:8])[C:2]1[CH:7]=[CH:6][CH:5]=[CH:4][CH:3]=1.C(N(CC)CC)C.Cl[C:17]1[N:22]=[C:21]([Cl:23])[CH:20]=[C:19]([Cl:24])[N:18]=1. Product: [CH2:1]([NH:8][C:17]1[N:22]=[C:21]([Cl:23])[CH:20]=[C:19]([Cl:24])[N:18]=1)[C:2]1[CH:7]=[CH:6][CH:5]=[CH:4][CH:3]=1. The catalyst class is: 7. (4) Reactant: [O:1]1[CH2:6][CH:5]=[C:4](OS(C(F)(F)F)(=O)=O)[CH2:3][CH2:2]1.[CH3:15][O:16][C:17]1[CH:22]=[CH:21][C:20](B2OC(C)(C)C(C)(C)O2)=[CH:19][C:18]=1[N+:32]([O-:34])=[O:33].C(=O)([O-])[O-].[Na+].[Na+]. The catalyst class is: 234. Product: [CH3:15][O:16][C:17]1[CH:22]=[CH:21][C:20]([C:4]2[CH2:3][CH2:2][O:1][CH2:6][CH:5]=2)=[CH:19][C:18]=1[N+:32]([O-:34])=[O:33].